Predict the reaction yield, written as a fraction of the theoretical maximum amount of product (1.0 means a 100% yield; for example, 0.34 means a 34% yield). From a dataset of Reaction yield outcomes from USPTO patents with 853,638 reactions. (1) The reactants are [CH2:1]([S:8][CH:9]([CH:42]=O)[CH2:10][NH:11][C:12]([C:14]1[NH:15][C:16]2[C:21]([CH:22]=1)=[CH:20][C:19]([O:23][CH2:24][CH2:25][CH2:26][S:27]([CH3:30])(=[O:29])=[O:28])=[CH:18][C:17]=2[N:31]([CH3:41])[S:32]([C:35]1[CH:40]=[CH:39][CH:38]=[CH:37][N:36]=1)(=[O:34])=[O:33])=[O:13])[C:2]1[CH:7]=[CH:6][CH:5]=[CH:4][CH:3]=1.[C:44]([N:47]1[CH2:52][CH2:51][NH:50][CH2:49][CH2:48]1)(=[O:46])[CH3:45].C(O[BH-](OC(=O)C)OC(=O)C)(=O)C.[Na+].C(O)(=O)CC(CC(O)=O)(C(O)=O)O.C(=O)([O-])O.[Na+]. The catalyst is ClCCCl. The product is [C:44]([N:47]1[CH2:52][CH2:51][N:50]([CH2:42][CH:9]([S:8][CH2:1][C:2]2[CH:3]=[CH:4][CH:5]=[CH:6][CH:7]=2)[CH2:10][NH:11][C:12]([C:14]2[NH:15][C:16]3[C:21]([CH:22]=2)=[CH:20][C:19]([O:23][CH2:24][CH2:25][CH2:26][S:27]([CH3:30])(=[O:29])=[O:28])=[CH:18][C:17]=3[N:31]([CH3:41])[S:32]([C:35]2[CH:40]=[CH:39][CH:38]=[CH:37][N:36]=2)(=[O:33])=[O:34])=[O:13])[CH2:49][CH2:48]1)(=[O:46])[CH3:45]. The yield is 0.850. (2) The reactants are F[C:2]1C=[CH:7][C:6]([N+:9]([O-:11])=[O:10])=[CH:5][C:3]=1N.[C:12](#[N:16])[CH2:13][C:14]#[N:15].[C:17](=O)([O-])[O-].[K+].[K+].O.[CH3:24][N:25]([CH3:28])C=O. No catalyst specified. The product is [NH2:15][C:14]1[N:25]([CH2:28][CH3:17])[C:24]2[C:2]([C:13]=1[C:12]#[N:16])=[CH:3][CH:5]=[C:6]([N+:9]([O-:11])=[O:10])[CH:7]=2. The yield is 0.520. (3) The reactants are Br[CH2:2][C:3]([C:5]1[CH:10]=[CH:9][C:8]([F:11])=[CH:7][C:6]=1[F:12])=O.[Cl:13][C:14]1[C:15]([NH2:20])=[N:16][CH:17]=[CH:18][N:19]=1. The catalyst is C(#N)C.CC(O)C. The product is [Cl:13][C:14]1[C:15]2[N:16]([CH:2]=[C:3]([C:5]3[CH:10]=[CH:9][C:8]([F:11])=[CH:7][C:6]=3[F:12])[N:20]=2)[CH:17]=[CH:18][N:19]=1. The yield is 0.570.